The task is: Predict the reactants needed to synthesize the given product.. This data is from Full USPTO retrosynthesis dataset with 1.9M reactions from patents (1976-2016). (1) Given the product [Br:1][C:2]1[C:7](=[O:18])[NH:6][C:5]([C:9]([O:11][CH2:12][CH3:13])=[O:10])=[C:4]([F:14])[CH:3]=1, predict the reactants needed to synthesize it. The reactants are: [Br:1][C:2]1[CH:3]=[C:4]([F:14])[C:5]([C:9]([O:11][CH2:12][CH3:13])=[O:10])=[N+:6]([O-])[CH:7]=1.FC(F)(F)C(OC(=O)C(F)(F)F)=[O:18]. (2) Given the product [O:21]=[C:19]1[C:18]2[C:17](=[CH:25][CH:24]=[CH:23][CH:22]=2)[C:16](=[O:26])[N:20]1[C:2]1[CH:15]=[CH:14][C:5]2[C:6]([C:9]([O:11][CH2:12][CH3:13])=[O:10])=[CH:7][O:8][C:4]=2[CH:3]=1, predict the reactants needed to synthesize it. The reactants are: Br[C:2]1[CH:15]=[CH:14][C:5]2[C:6]([C:9]([O:11][CH2:12][CH3:13])=[O:10])=[CH:7][O:8][C:4]=2[CH:3]=1.[C:16]1(=[O:26])[NH:20][C:19](=[O:21])[C:18]2=[CH:22][CH:23]=[CH:24][CH:25]=[C:17]12.[K]. (3) Given the product [S:10]1[C:6]2[CH:5]=[C:4]([CH:16]=[O:17])[CH:12]=[CH:11][C:7]=2[CH:8]=[CH:9]1, predict the reactants needed to synthesize it. The reactants are: II.Br[C:4]1[CH:12]=[CH:11][C:7]2[CH:8]=[CH:9][S:10][C:6]=2[CH:5]=1.CN([CH:16]=[O:17])C. (4) Given the product [CH3:1][O:2][C:3]([CH:5]1[CH2:6][CH2:7][CH:8]([C:11]2[CH:12]=[CH:13][C:14]([CH2:17][CH2:18][CH:19]3[CH2:20][CH2:21][CH:22]([CH2:25][CH2:26][CH2:27][CH2:28][CH3:29])[CH2:23][CH2:24]3)=[CH:15][CH:16]=2)[CH2:9][CH2:10]1)=[O:4], predict the reactants needed to synthesize it. The reactants are: [CH3:1][O:2][C:3]([CH:5]1[CH2:10][CH2:9][CH:8]([C:11]2[CH:16]=[CH:15][C:14]([CH:17]=[CH:18][CH:19]3[CH2:24][CH2:23][CH:22]([CH2:25][CH2:26][CH2:27][CH2:28][CH3:29])[CH2:21][CH2:20]3)=[CH:13][CH:12]=2)[CH2:7][CH2:6]1)=[O:4]. (5) Given the product [CH3:3][N:2]([CH3:1])[CH2:4][C:5]1([C:11]2[CH:16]=[CH:15][C:14]([O:17][CH2:19][CH2:20][N:21]3[CH2:25][CH2:24][CH2:23][CH2:22]3)=[CH:13][CH:12]=2)[CH2:6][CH2:7][O:8][CH2:9][CH2:10]1, predict the reactants needed to synthesize it. The reactants are: [CH3:1][N:2]([CH2:4][C:5]1([C:11]2[CH:16]=[CH:15][C:14]([OH:17])=[CH:13][CH:12]=2)[CH2:10][CH2:9][O:8][CH2:7][CH2:6]1)[CH3:3].Cl[CH2:19][CH2:20][N:21]1[CH2:25][CH2:24][CH2:23][CH2:22]1.CN(C=O)C.C([O-])([O-])=O.[K+].[K+]. (6) Given the product [CH3:7][C:6]([OH:8])([CH2:5][CH2:4][CH2:3][C@H:2]([CH3:1])[CH2:9][CH2:10][CH2:11][CH:12]([CH3:14])[CH3:13])[C:15]#[CH:16], predict the reactants needed to synthesize it. The reactants are: [CH3:1][C@H:2]([CH2:9][CH2:10][CH2:11][CH:12]([CH3:14])[CH3:13])[CH2:3][CH2:4][CH2:5][C:6](=[O:8])[CH3:7].[CH:15]#[CH:16].N. (7) Given the product [F:1][C:2]1[CH:3]=[C:4]([O:28][CH3:29])[C:5]2[O:6][C:7]3[CH:12]=[CH:11][CH:10]=[CH:9][C:8]=3[N:13]=[C:14]([C:16]3[CH:25]=[CH:24][C:19]([C:20]([O:22][CH3:23])=[O:21])=[CH:18][CH:17]=3)[C:26]=2[CH:27]=1, predict the reactants needed to synthesize it. The reactants are: [F:1][C:2]1[CH:27]=[CH:26][C:5]([O:6][C:7]2[CH:12]=[CH:11][CH:10]=[CH:9][C:8]=2[NH:13][C:14]([C:16]2[CH:25]=[CH:24][C:19]([C:20]([O:22][CH3:23])=[O:21])=[CH:18][CH:17]=2)=O)=[C:4]([O:28][CH3:29])[CH:3]=1.